From a dataset of Full USPTO retrosynthesis dataset with 1.9M reactions from patents (1976-2016). Predict the reactants needed to synthesize the given product. (1) Given the product [CH:14]1[C:13]2[C:8]3=[C:9]([CH2:15][CH2:16][N:7]3[C:6]=1[C:4]([OH:5])=[O:3])[CH:10]=[CH:11][CH:12]=2, predict the reactants needed to synthesize it. The reactants are: C([O:3][C:4]([C:6]1[N:7]2[CH2:16][CH2:15][C:9]3[CH:10]=[CH:11][CH:12]=[C:13]([CH:14]=1)[C:8]2=3)=[O:5])C.O.Cl. (2) Given the product [CH:25]1([CH2:28][O:23][CH2:22][C:20]2[S:19][C:16]3[C:17](=[O:18])[N:12]([C:9]4[CH:10]=[CH:11][C:6]([O:5][CH2:4][CH2:3][N:2]([CH3:24])[CH3:1])=[CH:7][CH:8]=4)[CH:13]=[N:14][C:15]=3[CH:21]=2)[CH2:27][CH2:26]1, predict the reactants needed to synthesize it. The reactants are: [CH3:1][N:2]([CH3:24])[CH2:3][CH2:4][O:5][C:6]1[CH:11]=[CH:10][C:9]([N:12]2[C:17](=[O:18])[C:16]3[S:19][C:20]([CH2:22][OH:23])=[CH:21][C:15]=3[N:14]=[CH:13]2)=[CH:8][CH:7]=1.[CH:25]1([CH2:28]Br)[CH2:27][CH2:26]1.